This data is from Peptide-MHC class II binding affinity with 134,281 pairs from IEDB. The task is: Regression. Given a peptide amino acid sequence and an MHC pseudo amino acid sequence, predict their binding affinity value. This is MHC class II binding data. (1) The peptide sequence is KLIGGIGGFVKVRQYDQILI. The MHC is HLA-DQA10501-DQB10201 with pseudo-sequence HLA-DQA10501-DQB10201. The binding affinity (normalized) is 0.163. (2) The peptide sequence is YDKFLANVSTVLTDK. The MHC is DRB1_1101 with pseudo-sequence DRB1_1101. The binding affinity (normalized) is 0.422. (3) The peptide sequence is IITPTNVSHIQSAVV. The MHC is DRB1_1001 with pseudo-sequence DRB1_1001. The binding affinity (normalized) is 0.608. (4) The peptide sequence is EEGKCGLNSVDSLEH. The MHC is HLA-DQA10501-DQB10302 with pseudo-sequence HLA-DQA10501-DQB10302. The binding affinity (normalized) is 0.281. (5) The peptide sequence is YDKFLANVSGVLTGK. The MHC is DRB1_1602 with pseudo-sequence DRB1_1602. The binding affinity (normalized) is 0.695. (6) The peptide sequence is YPMEIRPRKTHESHL. The MHC is HLA-DQA10501-DQB10303 with pseudo-sequence HLA-DQA10501-DQB10303. The binding affinity (normalized) is 0.378. (7) The peptide sequence is EEDIEIIPKQEEEY. The MHC is HLA-DQA10501-DQB10301 with pseudo-sequence HLA-DQA10501-DQB10301. The binding affinity (normalized) is 0.0743.